Dataset: Full USPTO retrosynthesis dataset with 1.9M reactions from patents (1976-2016). Task: Predict the reactants needed to synthesize the given product. (1) Given the product [O:1]=[S:2]1(=[O:33])[C:8]2[CH:9]=[C:10]([O:14][CH2:15][C:16]([OH:18])=[O:17])[C:11]([S:35][CH3:34])=[CH:12][C:7]=2[N:6]([C:19]2[CH:24]=[CH:23][CH:22]=[CH:21][CH:20]=2)[CH2:5][C:4]([CH2:29][CH2:30][CH2:31][CH3:32])([CH2:25][CH2:26][CH2:27][CH3:28])[CH2:3]1, predict the reactants needed to synthesize it. The reactants are: [O:1]=[S:2]1(=[O:33])[C:8]2[CH:9]=[C:10]([O:14][CH2:15][C:16]([OH:18])=[O:17])[C:11](Br)=[CH:12][C:7]=2[N:6]([C:19]2[CH:24]=[CH:23][CH:22]=[CH:21][CH:20]=2)[CH2:5][C:4]([CH2:29][CH2:30][CH2:31][CH3:32])([CH2:25][CH2:26][CH2:27][CH3:28])[CH2:3]1.[CH3:34][S-:35].[Na+].C(O)(=O)C. (2) Given the product [CH2:6]([O:5][C:3](=[O:4])[CH2:2][N:18]1[C:17](=[O:20])[N:16]([CH2:21][CH2:22][O:23][CH3:24])[C:15]([C:12]2[CH:11]=[CH:10][C:9]([Cl:8])=[CH:14][CH:13]=2)=[N:19]1)[CH3:7], predict the reactants needed to synthesize it. The reactants are: Cl[CH2:2][C:3]([O:5][CH2:6][CH3:7])=[O:4].[Cl:8][C:9]1[CH:14]=[CH:13][C:12]([C:15]2[N:16]([CH2:21][CH2:22][O:23][CH3:24])[C:17](=[O:20])[NH:18][N:19]=2)=[CH:11][CH:10]=1.C(=O)([O-])[O-].[K+].[K+]. (3) The reactants are: [OH:1][C:2]1[CH:32]=[CH:31][C:5]([CH2:6][C:7]2[C:16]3[C:11](=[CH:12][C:13]([O:18][CH3:19])=[C:14]([CH3:17])[CH:15]=3)[O:10][C:9](=[O:20])[C:8]=2[C:21]2[CH:26]=[CH:25][C:24]([C:27]([F:30])([F:29])[F:28])=[CH:23][CH:22]=2)=[CH:4][CH:3]=1.C([O-])([O-])=O.[K+].[K+].Cl.Cl[CH2:41][CH2:42][N:43]1[CH2:47][CH2:46][CH2:45][CH2:44]1.O. Given the product [CH3:19][O:18][C:13]1[CH:12]=[C:11]2[C:16]([C:7]([CH2:6][C:5]3[CH:31]=[CH:32][C:2]([O:1][CH2:41][CH2:42][N:43]4[CH2:47][CH2:46][CH2:45][CH2:44]4)=[CH:3][CH:4]=3)=[C:8]([C:21]3[CH:26]=[CH:25][C:24]([C:27]([F:30])([F:28])[F:29])=[CH:23][CH:22]=3)[C:9](=[O:20])[O:10]2)=[CH:15][C:14]=1[CH3:17], predict the reactants needed to synthesize it. (4) Given the product [CH2:1]([C:5]1[C:10]([CH2:11][C:12]2[CH:17]=[CH:16][C:15]([C:18]3[C:19]([C:24]#[N:25])=[CH:20][CH:21]=[CH:22][CH:23]=3)=[CH:14][CH:13]=2)=[C:9]([O:26][CH2:31][CH2:30][O:29][CH3:28])[N:8]=[C:7]([CH3:27])[N:6]=1)[CH2:2][CH2:3][CH3:4], predict the reactants needed to synthesize it. The reactants are: [CH2:1]([C:5]1[N:6]=[C:7]([CH3:27])[NH:8][C:9](=[O:26])[C:10]=1[CH2:11][C:12]1[CH:17]=[CH:16][C:15]([C:18]2[C:19]([C:24]#[N:25])=[CH:20][CH:21]=[CH:22][CH:23]=2)=[CH:14][CH:13]=1)[CH2:2][CH2:3][CH3:4].[CH3:28][O:29][CH2:30][CH2:31]O.C1(P(C2C=CC=CC=2)C2C=CC=CC=2)C=CC=CC=1.C(OC(N=NC(OCC)=O)=O)C. (5) Given the product [Br:21][C:2]1[C:3]2[CH2:4][CH2:5][CH2:6][CH2:7][C:8]=2[N:9]=[C:10]2[C:15]=1[CH:14]=[CH:13][C:12]([C:16]([O:18][CH2:24][CH3:30])=[O:17])=[CH:11]2, predict the reactants needed to synthesize it. The reactants are: O=[C:2]1[C:15]2[CH:14]=[CH:13][C:12]([C:16]([OH:18])=[O:17])=[CH:11][C:10]=2[NH:9][C:8]2[CH2:7][CH2:6][CH2:5][CH2:4][C:3]1=2.P(Br)(Br)([Br:21])=O.[C:24]1([CH3:30])C=CC=CC=1. (6) Given the product [C:1]1([CH:7]([C:21]2[CH:26]=[CH:25][CH:24]=[CH:23][CH:22]=2)[CH2:8][NH:9][C:10]2[N:18]=[C:17]([C:19]([OH:30])=[O:27])[N:16]=[C:15]3[C:11]=2[N:12]=[CH:13][NH:14]3)[CH:6]=[CH:5][CH:4]=[CH:3][CH:2]=1, predict the reactants needed to synthesize it. The reactants are: [C:1]1([CH:7]([C:21]2[CH:26]=[CH:25][CH:24]=[CH:23][CH:22]=2)[CH2:8][NH:9][C:10]2[N:18]=[C:17]([C:19]#N)[N:16]=[C:15]3[C:11]=2[N:12]=[CH:13][NH:14]3)[CH:6]=[CH:5][CH:4]=[CH:3][CH:2]=1.[OH-:27].[Na+].Cl.[OH2:30]. (7) Given the product [C:25]([N:9]1[C@@H:8]([CH2:1][C:2]2[CH:3]=[CH:4][CH:5]=[CH:6][CH:7]=2)[CH2:12][O:11][C:10]1=[O:13])(=[O:31])[CH2:26][CH2:27][CH2:28][CH2:29][CH3:30], predict the reactants needed to synthesize it. The reactants are: [CH2:1]([C@H:8]1[CH2:12][O:11][C:10](=[O:13])[NH:9]1)[C:2]1[CH:7]=[CH:6][CH:5]=[CH:4][CH:3]=1.[Li]CCCC.CCCCCC.[C:25](Cl)(=[O:31])[CH2:26][CH2:27][CH2:28][CH2:29][CH3:30].